Dataset: NCI-60 drug combinations with 297,098 pairs across 59 cell lines. Task: Regression. Given two drug SMILES strings and cell line genomic features, predict the synergy score measuring deviation from expected non-interaction effect. Drug 1: CC1=C(C=C(C=C1)NC2=NC=CC(=N2)N(C)C3=CC4=NN(C(=C4C=C3)C)C)S(=O)(=O)N.Cl. Drug 2: CC1=C(C=C(C=C1)NC(=O)C2=CC=C(C=C2)CN3CCN(CC3)C)NC4=NC=CC(=N4)C5=CN=CC=C5. Cell line: SK-OV-3. Synergy scores: CSS=-0.0920, Synergy_ZIP=2.60, Synergy_Bliss=5.04, Synergy_Loewe=1.99, Synergy_HSA=1.37.